From a dataset of Reaction yield outcomes from USPTO patents with 853,638 reactions. Predict the reaction yield, written as a fraction of the theoretical maximum amount of product (1.0 means a 100% yield; for example, 0.34 means a 34% yield). (1) The reactants are C(NC(C)C)(C)C.C([Li])CCC.[CH3:13][O:14][C:15](=[O:27])[CH2:16][C:17]1[CH:22]=[CH:21][C:20]([Cl:23])=[C:19]([N+:24]([O-:26])=[O:25])[CH:18]=1.I[CH2:29][CH:30]1[CH2:34][CH2:33][CH2:32][CH2:31]1. The catalyst is O1CCCC1.CN1CCCN(C)C1=O. The product is [CH3:13][O:14][C:15](=[O:27])[CH:16]([C:17]1[CH:22]=[CH:21][C:20]([Cl:23])=[C:19]([N+:24]([O-:26])=[O:25])[CH:18]=1)[CH2:29][CH:30]1[CH2:34][CH2:33][CH2:32][CH2:31]1. The yield is 0.320. (2) The reactants are [F:1][C:2]1[CH:7]=[C:6]([N+:8]([O-])=O)[CH:5]=[CH:4][C:3]=1[CH3:11].BrN1C(=O)CCC1=O.C(OOC(=O)C1C=CC=CC=1)(=O)C1C=CC=CC=1.[NH:38]1[CH2:43][CH2:42][O:41][CH2:40][CH2:39]1. The catalyst is C(Cl)(Cl)(Cl)Cl. The product is [F:1][C:2]1[CH:7]=[C:6]([NH2:8])[CH:5]=[CH:4][C:3]=1[CH2:11][N:38]1[CH2:43][CH2:42][O:41][CH2:40][CH2:39]1. The yield is 0.300.